From a dataset of Full USPTO retrosynthesis dataset with 1.9M reactions from patents (1976-2016). Predict the reactants needed to synthesize the given product. (1) Given the product [CH2:1]([S:8][C:9]1[CH:18]=[C:17]2[C:12]([C:13]([C:24]3[CH:25]=[C:26]([CH3:27])[C:21]([Br:20])=[CH:22][C:23]=3[O:37][CH3:38])=[N:14][CH:15]=[N:16]2)=[CH:11][CH:10]=1)[C:2]1[CH:7]=[CH:6][CH:5]=[CH:4][CH:3]=1, predict the reactants needed to synthesize it. The reactants are: [CH2:1]([S:8][C:9]1[CH:18]=[C:17]2[C:12]([C:13](Cl)=[N:14][CH:15]=[N:16]2)=[CH:11][CH:10]=1)[C:2]1[CH:7]=[CH:6][CH:5]=[CH:4][CH:3]=1.[Br:20][C:21]1[C:26]([CH3:27])=[CH:25][C:24](B2OC(C)(C)C(C)(C)O2)=[C:23]([O:37][CH3:38])[CH:22]=1.C(=O)([O-])[O-].[K+].[K+].O1CCOCC1. (2) Given the product [N:12]([CH2:11][CH2:10][C:5]1([C:3]([OH:4])=[O:2])[CH2:9][CH2:8][CH2:7][CH2:6]1)=[N+:13]=[N-:14], predict the reactants needed to synthesize it. The reactants are: C[O:2][C:3]([C:5]1([CH2:10][CH2:11][N:12]=[N+:13]=[N-:14])[CH2:9][CH2:8][CH2:7][CH2:6]1)=[O:4].CO. (3) Given the product [C:1]([O:5][CH2:6][CH:7]([CH3:8])[O:9][C:10](=[O:17])[CH2:11][CH2:12][CH2:13][CH2:14][CH2:15][O:18][C:19]1[CH:20]=[CH:21][C:22]([C:23]([O:25][C:26]2[CH:31]=[CH:30][C:29]([O:32][C:33](=[O:41])[C:34]3[CH:39]=[CH:38][C:37]([O:40][CH2:14][CH2:13][CH2:12][CH2:11][CH2:10][C:45]([O:48][CH:7]([CH3:8])[CH2:6][O:5][C:1](=[O:4])[CH:2]=[CH2:3])=[O:47])=[CH:36][CH:35]=3)=[CH:28][C:27]=2[CH3:42])=[O:24])=[CH:43][CH:44]=1)(=[O:4])[CH:2]=[CH2:3], predict the reactants needed to synthesize it. The reactants are: [C:1]([O:5][CH2:6][CH:7]([O:9][C:10](=[O:17])[CH2:11][CH2:12][CH2:13][CH2:14][CH2:15]Br)[CH3:8])(=[O:4])[CH:2]=[CH2:3].[OH:18][C:19]1[CH:44]=[CH:43][C:22]([C:23]([O:25][C:26]2[CH:31]=[CH:30][C:29]([O:32][C:33](=[O:41])[C:34]3[CH:39]=[CH:38][C:37]([OH:40])=[CH:36][CH:35]=3)=[CH:28][C:27]=2[CH3:42])=[O:24])=[CH:21][CH:20]=1.[C:45]([O-:48])([O-:47])=O.[K+].[K+].Cl. (4) Given the product [NH2:21][C:15]1[CH:16]=[CH:17][C:12]([O:11][CH2:10][CH2:9][O:8][CH2:7][CH2:6][O:5][CH2:4][CH2:3][O:2][CH3:1])=[C:13]([O:24][CH2:25][CH2:26][O:27][CH2:28][CH2:29][O:30][CH2:31][CH2:32][O:33][CH3:34])[C:14]=1[NH2:36], predict the reactants needed to synthesize it. The reactants are: [CH3:1][O:2][CH2:3][CH2:4][O:5][CH2:6][CH2:7][O:8][CH2:9][CH2:10][O:11][C:12]1[CH:17]=[C:16]([N+]([O-])=O)[C:15]([N+:21]([O-])=O)=[CH:14][C:13]=1[O:24][CH2:25][CH2:26][O:27][CH2:28][CH2:29][O:30][CH2:31][CH2:32][O:33][CH3:34].O.[NH2:36]N.C(Cl)Cl.CO. (5) Given the product [F:14][C:13]([F:16])([F:15])[C:12]([NH:11][CH2:10][CH2:9][CH:8]([OH:18])[C:4]1[CH:5]=[CH:6][CH:7]=[C:2]([C:20]#[C:19][C:21]2[CH:26]=[CH:25][CH:24]=[CH:23][CH:22]=2)[CH:3]=1)=[O:17], predict the reactants needed to synthesize it. The reactants are: Br[C:2]1[CH:3]=[C:4]([CH:8]([OH:18])[CH2:9][CH2:10][NH:11][C:12](=[O:17])[C:13]([F:16])([F:15])[F:14])[CH:5]=[CH:6][CH:7]=1.[C:19]([C:21]1[CH:26]=[CH:25][CH:24]=[CH:23][CH:22]=1)#[CH:20]. (6) Given the product [NH:3]1[C:7]2[CH:8]=[CH:9][CH:10]=[CH:11][C:6]=2[N:5]=[C:4]1[CH2:12][NH:13][CH2:17][CH:16]([O:19][CH3:20])[O:15][CH3:14], predict the reactants needed to synthesize it. The reactants are: Cl.Cl.[NH:3]1[C:7]2[CH:8]=[CH:9][CH:10]=[CH:11][C:6]=2[N:5]=[C:4]1[CH2:12][NH2:13].[CH3:14][O:15][CH:16]([O:19][CH3:20])[CH:17]=O.C([O-])(=O)C.[Na+].C([BH3-])#N.[Na+]. (7) The reactants are: [CH3:1][C:2]1[NH:7][C:6](=[S:8])[NH:5][C:4](=[O:9])[C:3]=1[CH:10]([CH3:12])[CH3:11].I[CH3:14]. Given the product [CH3:1][C:2]1[N:7]=[C:6]([S:8][CH3:14])[NH:5][C:4](=[O:9])[C:3]=1[CH:10]([CH3:12])[CH3:11], predict the reactants needed to synthesize it.